Regression. Given two drug SMILES strings and cell line genomic features, predict the synergy score measuring deviation from expected non-interaction effect. From a dataset of NCI-60 drug combinations with 297,098 pairs across 59 cell lines. (1) Drug 1: CC1CCC2CC(C(=CC=CC=CC(CC(C(=O)C(C(C(=CC(C(=O)CC(OC(=O)C3CCCCN3C(=O)C(=O)C1(O2)O)C(C)CC4CCC(C(C4)OC)OCCO)C)C)O)OC)C)C)C)OC. Drug 2: C1=NNC2=C1C(=O)NC=N2. Cell line: A498. Synergy scores: CSS=2.90, Synergy_ZIP=-3.20, Synergy_Bliss=-3.08, Synergy_Loewe=-18.5, Synergy_HSA=-4.67. (2) Drug 1: COC1=C2C(=CC3=C1OC=C3)C=CC(=O)O2. Drug 2: C(CN)CNCCSP(=O)(O)O. Cell line: MDA-MB-435. Synergy scores: CSS=-0.213, Synergy_ZIP=4.75, Synergy_Bliss=-0.585, Synergy_Loewe=-5.14, Synergy_HSA=-3.45.